Dataset: Retrosynthesis with 50K atom-mapped reactions and 10 reaction types from USPTO. Task: Predict the reactants needed to synthesize the given product. (1) Given the product O=C(c1ccc(F)cc1[N+](=O)[O-])N1CC1, predict the reactants needed to synthesize it. The reactants are: C1CN1.O=C(Cl)c1ccc(F)cc1[N+](=O)[O-]. (2) Given the product O=[N+]([O-])c1cccc(-c2ccncc2)c1-c1ccc(OCc2ccc3ccccc3n2)cc1, predict the reactants needed to synthesize it. The reactants are: ClCc1ccc2ccccc2n1.O=[N+]([O-])c1cccc(-c2ccncc2)c1-c1ccc(O)cc1. (3) Given the product COC(=O)c1ccc2c(N=CC(O)(CC(C)(C)c3cc(F)ccc3OC)C(F)(F)F)cccc2n1, predict the reactants needed to synthesize it. The reactants are: COC(=O)c1ccc2c(N)cccc2n1.COc1ccc(F)cc1C(C)(C)CC(O)(C=O)C(F)(F)F.